Predict which catalyst facilitates the given reaction. From a dataset of Catalyst prediction with 721,799 reactions and 888 catalyst types from USPTO. Reactant: C(OC([N:6]1[CH2:17][CH:9]2[C:10]3[CH:11]=[C:12]([Br:16])[S:13][C:14]=3[CH2:15][CH:8]2[CH2:7]1)=O)C.I[Si](C)(C)C. Product: [Br:16][C:12]1[S:13][C:14]2[CH2:15][CH:8]3[CH2:7][NH:6][CH2:17][CH:9]3[C:10]=2[CH:11]=1. The catalyst class is: 61.